This data is from Full USPTO retrosynthesis dataset with 1.9M reactions from patents (1976-2016). The task is: Predict the reactants needed to synthesize the given product. (1) Given the product [ClH:23].[ClH:23].[F:18][C:15]([F:16])([F:17])[CH2:14][N:10]1[CH2:11][CH2:12][CH2:13][C@@H:8]([NH2:7])[CH2:9]1, predict the reactants needed to synthesize it. The reactants are: C(OC(=O)[NH:7][C@@H:8]1[CH2:13][CH2:12][CH2:11][N:10]([CH2:14][C:15]([F:18])([F:17])[F:16])[CH2:9]1)(C)(C)C.C([Cl:23])(=O)C. (2) Given the product [CH:36]1[CH:37]=[CH:38][C:39]([C:8]2[O:9][C:10]3[CH:11]=[C:12]([OH:18])[CH:13]=[C:14]([OH:64])[C:15]=3[C:16](=[O:17])[CH:7]=2)=[CH:40][CH:41]=1, predict the reactants needed to synthesize it. The reactants are: C1C([C:7]2[C:16](=[O:17])[C:15]3[CH:14]=[CH:13][C:12]([OH:18])=[CH:11][C:10]=3[O:9][CH:8]=2)=CC=C(O)C=1.C[C@@H]1O[C@@H](OC[C@H]2O[C@@H](O[C:36]3[CH:41]=[C:40]4OC(C5C=CC(OC)=C(O)C=5)=CC(=O)[C:39]4=[C:38](O)[CH:37]=3)[C@H](O)[C@@H](O)[C@@H]2O)[C@H](O)[C@H](O)[C@H]1O.C[O:64]C1C=CC(C2OC3C=C(O)C=C(O)C=3C(=O)C=2)=CC=1O.COC1C=CC([C@H]2OC3C=C(O)C=C(O)C=3C(=O)C2)=CC=1O.OC1C=C(C=CC=1OC)C1CC(=O)C2C(=CC(O)=CC=2O)O1.C[C@@H]1O[C@@H](OC[C@H]2O[C@@H](OC3C=C(O)C4C(=O)C[C@@H](C5C=CC(OC)=C(O)C=5)OC=4C=3)[C@H](O)[C@@H](O)[C@@H]2O)[C@H](O)[C@H](O)[C@H]1O.CC1OC(OCC2OC(OC3C=C4C(C(CC(C5C=CC(OC)=C(O)C=5)O4)=O)=C(O)C=3)C(O)C(O)C2O)C(O)C(O)C1O.C1C(C2OC3C=C(O)C=C(O)C=3C(=O)C=2)=CC(O)=C(O)C=1.C1C(C2OC3C=C(O)C=C(O)C=3C(=O)C=2O)=CC(O)=C(O)C=1.C[C@@H]1O[C@@H](OC[C@H]2O[C@@H](OC3C(=O)C4C(O)=CC(O)=CC=4OC=3C3C=CC(O)=C(O)C=3)[C@H](O)[C@@H](O)[C@@H]2O)[C@H](O)[C@H](O)[C@H]1O.CC1OC(OCC2OC(OC3C(=O)C4C(=CC(O)=CC=4O)OC=3C3C=CC(O)=C(O)C=3)C(O)C(O)C2O)C(O)C(O)C1O.C1[C@H]2C3N(C[C@@H]1CNC2)C(=O)C=CC=3.COC1C=CC(C2C(=O)C3C(O)=CC(O)=CC=3OC=2)=CC=1.